This data is from Reaction yield outcomes from USPTO patents with 853,638 reactions. The task is: Predict the reaction yield, written as a fraction of the theoretical maximum amount of product (1.0 means a 100% yield; for example, 0.34 means a 34% yield). (1) The reactants are [CH3:1][C:2]([C:6]1[CH:11]=[CH:10][C:9]([N+:12]([O-:14])=[O:13])=[CH:8][CH:7]=1)([CH3:5])[C:3]#[N:4].Cl.[OH-].[Na+]. The catalyst is C1COCC1. The product is [CH3:5][C:2]([C:6]1[CH:11]=[CH:10][C:9]([N+:12]([O-:14])=[O:13])=[CH:8][CH:7]=1)([CH3:1])[CH2:3][NH2:4]. The yield is 0.900. (2) The reactants are [CH3:1][N:2]([CH:4]=[O:5])[CH3:3].[Br:6][C:7]1C(O)=NC=[C:11]([I:13])[CH:12]=1.CI.C([O-])([O-])=O.[K+].[K+]. The catalyst is O. The product is [Br:6][C:7]1[C:4](=[O:5])[N:2]([CH3:3])[CH:1]=[C:11]([I:13])[CH:12]=1. The yield is 0.950. (3) The reactants are C[Sn](C)(C)[C:3]1[CH:4]=[N:5][CH:6]=[CH:7][CH:8]=1.Br[C:12]1[CH:13]=[CH:14][C:15]([C:18]2[S:22][CH:21]=[N:20][CH:19]=2)=[N:16][CH:17]=1. The catalyst is C1(C)C=CC=CC=1. The product is [S:22]1[C:18]([C:15]2[N:16]=[CH:17][C:12]([C:4]3[CH:3]=[CH:8][CH:7]=[CH:6][N:5]=3)=[CH:13][CH:14]=2)=[CH:19][N:20]=[CH:21]1. The yield is 0.600. (4) The catalyst is ClCCl. The product is [C:30]([NH:1][C:2]1[CH:3]=[C:4]([C:8]2[CH2:13][CH2:12][N:11]([C:14]([O:16][C:17]([CH3:20])([CH3:19])[CH3:18])=[O:15])[CH2:10][CH:9]=2)[CH:5]=[CH:6][CH:7]=1)(=[O:34])[CH:31]([CH3:33])[CH3:32]. The yield is 0.520. The reactants are [NH2:1][C:2]1[CH:3]=[C:4]([C:8]2[CH2:9][CH2:10][N:11]([C:14]([O:16][C:17]([CH3:20])([CH3:19])[CH3:18])=[O:15])[CH2:12][CH:13]=2)[CH:5]=[CH:6][CH:7]=1.C(N(C(C)C)CC)(C)C.[C:30](Cl)(=[O:34])[CH:31]([CH3:33])[CH3:32]. (5) The reactants are [N+:1]([C:4]1[CH:5]=[N:6][NH:7][CH:8]=1)([O-:3])=[O:2].C([O-])([O-])=O.[K+].[K+].Br[CH2:16][CH2:17][O:18][CH3:19]. The catalyst is CC#N. The product is [CH3:19][O:18][CH2:17][CH2:16][N:6]1[CH:5]=[C:4]([N+:1]([O-:3])=[O:2])[CH:8]=[N:7]1. The yield is 0.970. (6) The reactants are C(O[C:6]([N:8]1[CH2:13][CH2:12][N:11](C2C(=O)N(CC(C)C)N=C(C3C=CC(C)=C(F)C=3)C=2C)[CH2:10][CH2:9]1)=O)(C)(C)C.[CH2:34]([N:38]1[C:43](=[O:44])[C:42](COS(C)(=O)=O)=[CH:41][C:40]([C:51]2[CH:56]=[CH:55][C:54]([C:57]([F:60])([F:59])[F:58])=[CH:53][CH:52]=2)=[N:39]1)[CH:35]([CH3:37])[CH3:36].[CH3:61]N1CCNCC1. The product is [CH2:34]([N:38]1[C:43](=[O:44])[C:42]([N:11]2[CH2:12][CH2:13][N:8]([CH3:6])[CH2:9][CH2:10]2)=[C:41]([CH3:61])[C:40]([C:51]2[CH:52]=[CH:53][C:54]([C:57]([F:59])([F:60])[F:58])=[CH:55][CH:56]=2)=[N:39]1)[CH:35]([CH3:37])[CH3:36]. No catalyst specified. The yield is 0.811. (7) The reactants are [C:1](=[S:16])(OC1C=CC=CN=1)OC1C=CC=CN=1.[Br:17][C:18]1[CH:19]=[C:20]([CH:25]([C:27]2[CH:32]=[CH:31][N:30]=[CH:29][CH:28]=2)[NH2:26])[CH:21]=[CH:22][C:23]=1[F:24]. The catalyst is ClCCl. The product is [Br:17][C:18]1[CH:19]=[C:20]([CH:25]([N:26]=[C:1]=[S:16])[C:27]2[CH:28]=[CH:29][N:30]=[CH:31][CH:32]=2)[CH:21]=[CH:22][C:23]=1[F:24]. The yield is 0.950.